Dataset: Reaction yield outcomes from USPTO patents with 853,638 reactions. Task: Predict the reaction yield, written as a fraction of the theoretical maximum amount of product (1.0 means a 100% yield; for example, 0.34 means a 34% yield). The reactants are [CH:1]([C:4]1[CH:9]=[C:8]([CH:10]([CH3:12])[CH3:11])[CH:7]=[C:6]([CH:13]([CH3:15])[CH3:14])[C:5]=1[C:16]1[CH:21]=[CH:20][CH:19]=[CH:18][C:17]=1[PH:22](=O)OCC)([CH3:3])[CH3:2].[H-].[Al+3].[Li+].[H-].[H-].[H-].Cl[Si](C)(C)C.[PH2](=O)[O-].Cl. The catalyst is CCOC(C)=O.C1COCC1. The product is [CH:1]([C:4]1[CH:9]=[C:8]([CH:10]([CH3:11])[CH3:12])[CH:7]=[C:6]([CH:13]([CH3:14])[CH3:15])[C:5]=1[C:16]1[CH:21]=[CH:20][CH:19]=[CH:18][C:17]=1[PH2:22])([CH3:2])[CH3:3]. The yield is 0.990.